This data is from Peptide-MHC class I binding affinity with 185,985 pairs from IEDB/IMGT. The task is: Regression. Given a peptide amino acid sequence and an MHC pseudo amino acid sequence, predict their binding affinity value. This is MHC class I binding data. (1) The peptide sequence is QVFKGVVIR. The MHC is HLA-B08:03 with pseudo-sequence HLA-B08:03. The binding affinity (normalized) is 0.0847. (2) The peptide sequence is QVPLRPMTSK. The MHC is HLA-B45:01 with pseudo-sequence HLA-B45:01. The binding affinity (normalized) is 0. (3) The binding affinity (normalized) is 0.575. The MHC is HLA-A68:01 with pseudo-sequence HLA-A68:01. The peptide sequence is SVFYLYLTFY. (4) The peptide sequence is IYDHSRKPF. The MHC is HLA-A23:01 with pseudo-sequence HLA-A23:01. The binding affinity (normalized) is 0.898. (5) The peptide sequence is AVNPGLLET. The MHC is HLA-A02:02 with pseudo-sequence HLA-A02:02. The binding affinity (normalized) is 0.103. (6) The peptide sequence is SLVSKHWEL. The MHC is HLA-A02:03 with pseudo-sequence HLA-A02:03. The binding affinity (normalized) is 0.669. (7) The peptide sequence is RIGTAATKR. The MHC is HLA-A02:06 with pseudo-sequence HLA-A02:06. The binding affinity (normalized) is 0.